From a dataset of CYP2D6 inhibition data for predicting drug metabolism from PubChem BioAssay. Regression/Classification. Given a drug SMILES string, predict its absorption, distribution, metabolism, or excretion properties. Task type varies by dataset: regression for continuous measurements (e.g., permeability, clearance, half-life) or binary classification for categorical outcomes (e.g., BBB penetration, CYP inhibition). Dataset: cyp2d6_veith. (1) The compound is Cc1noc(NS(=O)(=O)c2ccc(N/C=C\C(=O)c3ccc4c(c3)OCO4)cc2)c1C. The result is 0 (non-inhibitor). (2) The result is 0 (non-inhibitor). The compound is Cc1c(C)c2c(C)[nH]nc2oc1=O. (3) The drug is O=C(O)[C@H]1C[C@@H]1[C@H](NP(=O)(c1ccccc1)c1ccccc1)c1ccccc1. The result is 0 (non-inhibitor). (4) The drug is CS(=O)c1ccc(-c2nc(-c3ccc(F)cc3)c(-c3ccncc3)[nH]2)cc1. The result is 0 (non-inhibitor). (5) The molecule is Cn1c(=S)c2[nH]c(SCCCc3ccccc3)nc2n(C)c1=O. The result is 0 (non-inhibitor). (6) The molecule is NCC[C@@H](N)CSP(=O)(O)O. The result is 0 (non-inhibitor).